Dataset: Reaction yield outcomes from USPTO patents with 853,638 reactions. Task: Predict the reaction yield, written as a fraction of the theoretical maximum amount of product (1.0 means a 100% yield; for example, 0.34 means a 34% yield). (1) The reactants are [Cl:1][C:2]1[C:3]([NH2:11])=[C:4]([NH:8][CH2:9][CH3:10])[N:5]=[N:6][CH:7]=1.[CH2:12](OC(OCC)OCC)C. No catalyst specified. The product is [Cl:1][C:2]1[C:3]2[N:11]=[CH:12][N:8]([CH2:9][CH3:10])[C:4]=2[N:5]=[N:6][CH:7]=1. The yield is 0.450. (2) The reactants are [C:1]([NH:18][C@H:19]([C:23]([OH:25])=[O:24])[CH:20]([CH3:22])[CH3:21])([O:3][CH2:4][CH:5]1[C:17]2[C:12](=[CH:13][CH:14]=[CH:15][CH:16]=2)[C:11]2[C:6]1=[CH:7][CH:8]=[CH:9][CH:10]=2)=[O:2].CCN(C(C)C)C(C)C.[Cl-].O[C@H:37](/[CH:72]=[CH:73]/[CH2:74][CH2:75][S:76][C:77]([C:90]1[CH:95]=[CH:94][CH:93]=[CH:92][CH:91]=1)([C:84]1[CH:89]=[CH:88][CH:87]=[CH:86][CH:85]=1)[C:78]1[CH:83]=[CH:82][CH:81]=[CH:80][CH:79]=1)[CH2:38][C:39]([NH:41][CH2:42][C:43]1[N:48]=[C:47]([CH2:49][N:50]([CH2:61][C:62]2[C:71]3[C:66](=[CH:67][CH:68]=[CH:69][CH:70]=3)[CH:65]=[CH:64][CH:63]=2)[CH2:51][C:52]([O:54][CH2:55][CH2:56][Si:57]([CH3:60])([CH3:59])[CH3:58])=[O:53])[CH:46]=[CH:45][CH:44]=1)=[O:40]. The catalyst is C1COCC1.CN(C1C=CN=CC=1)C. The product is [CH:7]1[C:6]2[CH:5]([CH2:4][O:3][C:1]([NH:18][C@@H:19]([C:23]([O:25][C@H:37](/[CH:72]=[CH:73]/[CH2:74][CH2:75][S:76][C:77]([C:78]3[CH:83]=[CH:82][CH:81]=[CH:80][CH:79]=3)([C:84]3[CH:89]=[CH:88][CH:87]=[CH:86][CH:85]=3)[C:90]3[CH:91]=[CH:92][CH:93]=[CH:94][CH:95]=3)[CH2:38][C:39]([NH:41][CH2:42][C:43]3[CH:44]=[CH:45][CH:46]=[C:47]([CH2:49][N:50]([CH2:61][C:62]4[C:71]5[C:66](=[CH:67][CH:68]=[CH:69][CH:70]=5)[CH:65]=[CH:64][CH:63]=4)[CH2:51][C:52](=[O:53])[O:54][CH2:55][CH2:56][Si:57]([CH3:60])([CH3:58])[CH3:59])[N:48]=3)=[O:40])=[O:24])[CH:20]([CH3:21])[CH3:22])=[O:2])[C:17]3[C:12](=[CH:13][CH:14]=[CH:15][CH:16]=3)[C:11]=2[CH:10]=[CH:9][CH:8]=1. The yield is 0.930. (3) The product is [C:90]([C:30]1[C:29]([C:32]([O:34][CH2:35][CH3:36])=[O:33])=[CH:28][CH:27]=[C:26]2[C:31]=1[C:11]1[C:12](=[N:25]2)[C:13]([O:19][C:20]([O:22][CH2:23][CH3:24])=[O:21])=[C:14]2[N:15]=[C:16]3[C:8]([CH:7]=[C:6]([C:1]([O:3][CH:4]([C:61]([O:63][C:64]([CH3:67])([CH3:66])[CH3:65])=[O:62])[CH3:5])=[O:2])[CH:18]=[CH:17]3)=[C:9]2[CH:10]=1)([O:92][C:38]([CH3:41])([CH3:40])[CH3:39])=[O:91]. The yield is 0.890. The catalyst is C1COCC1.CCOC(C)=O.CCCCCC. The reactants are [C:1]([C:6]1[CH:7]=[C:8]2[C:16](=[CH:17][CH:18]=1)[NH:15][C:14]1[C:13]([O:19][C:20]([O:22][CH2:23][CH3:24])=[O:21])=[C:12]3[NH:25][C:26]4[CH:27]=[CH:28][C:29]([C:32]([O:34][CH2:35][CH3:36])=[O:33])=[CH:30][C:31]=4[C:11]3=[CH:10][C:9]2=1)([O:3][CH2:4][CH3:5])=[O:2].[Li][C:38]([CH3:41])([CH3:40])[CH3:39].CCCCC.BrC1C=C2C(=CC=1)N([C:61]([O:63][C:64]([CH3:67])([CH3:66])[CH3:65])=[O:62])C1C(OC(OCC)=O)=C3N(C(OC(C)(C)C)=O)C4C=CC(Br)=CC=4C3=CC2=1.Cl[C:90]([O:92]CC)=[O:91].[NH4+].[Cl-]. (4) The reactants are Cl[C:2]1[CH:7]=[C:6](Cl)[N:5]=[CH:4][N:3]=1.[CH:9]1[C:17]2[C:16]3[CH:18]=[CH:19][CH:20]=[CH:21][C:15]=3[S:14][C:13]=2[C:12]([C:22]2[CH:23]=[C:24](B(O)O)[CH:25]=[CH:26][CH:27]=2)=[CH:11][CH:10]=1.C(=O)([O-])[O-].[Na+].[Na+]. The catalyst is Cl[Pd](Cl)([P](C1C=CC=CC=1)(C1C=CC=CC=1)C1C=CC=CC=1)[P](C1C=CC=CC=1)(C1C=CC=CC=1)C1C=CC=CC=1.O. The product is [CH:9]1[C:17]2[C:16]3[CH:18]=[CH:19][CH:20]=[CH:21][C:15]=3[S:14][C:13]=2[C:12]([C:22]2[CH:23]=[C:24]([C:2]3[CH:7]=[C:6]([C:24]4[CH:25]=[CH:26][CH:27]=[C:22]([C:12]5[C:13]6[S:14][C:15]7[CH:21]=[CH:20][CH:19]=[CH:18][C:16]=7[C:17]=6[CH:9]=[CH:10][CH:11]=5)[CH:23]=4)[N:5]=[CH:4][N:3]=3)[CH:25]=[CH:26][CH:27]=2)=[CH:11][CH:10]=1. The yield is 0.630. (5) The reactants are [Si:1]([O:8][CH2:9][C@@H:10]([N:13]([CH2:21][C:22](=[O:26])[C:23]([CH3:25])=[CH2:24])[C:14](=[O:20])[O:15][C:16]([CH3:19])([CH3:18])[CH3:17])C=C)([C:4]([CH3:7])([CH3:6])[CH3:5])([CH3:3])[CH3:2]. The catalyst is C1(C)C=CC=CC=1.CC1C=C(C)C=C(C)C=1N1CCN(C2C(C)=CC(C)=CC=2C)C1=[Ru](Cl)(Cl)=CC1C=CC=CC=1OC(C)C. The product is [Si:1]([O:8][CH2:9][C@@H:10]1[CH:25]=[C:23]([CH3:24])[C:22](=[O:26])[CH2:21][N:13]1[C:14]([O:15][C:16]([CH3:18])([CH3:17])[CH3:19])=[O:20])([C:4]([CH3:5])([CH3:7])[CH3:6])([CH3:3])[CH3:2]. The yield is 0.870.